Task: Binary Classification. Given a T-cell receptor sequence (or CDR3 region) and an epitope sequence, predict whether binding occurs between them.. Dataset: TCR-epitope binding with 47,182 pairs between 192 epitopes and 23,139 TCRs The epitope is PROT_97E67BCC. The TCR CDR3 sequence is CASSERQGIWIFF. Result: 1 (the TCR binds to the epitope).